From a dataset of Full USPTO retrosynthesis dataset with 1.9M reactions from patents (1976-2016). Predict the reactants needed to synthesize the given product. (1) Given the product [Br:21][C:16]1[CH:15]=[C:14]([F:13])[C:19]([C:22]([OH:24])=[O:23])=[C:18]([F:20])[CH:17]=1, predict the reactants needed to synthesize it. The reactants are: [Li]CCCC.C(NC(C)C)(C)C.[F:13][C:14]1[CH:15]=[C:16]([Br:21])[CH:17]=[C:18]([F:20])[CH:19]=1.[C:22](=[O:24])=[O:23]. (2) The reactants are: [C:1]([O:5][C:6](=[O:33])[NH:7][CH:8]1[CH2:13][CH2:12][CH:11]([NH:14][C:15]2[C:16]3[N:17]([C:21]([C:24]4[CH:29]=[CH:28][N:27]=[C:26](S(C)=O)[N:25]=4)=[CH:22][N:23]=3)[CH:18]=[CH:19][N:20]=2)[CH2:10][CH2:9]1)([CH3:4])([CH3:3])[CH3:2].[C:34]([O:38][C:39](=[O:51])[NH:40][CH2:41][CH2:42][CH:43]([NH2:50])[C:44]1[CH:49]=[CH:48][CH:47]=[CH:46][CH:45]=1)([CH3:37])([CH3:36])[CH3:35]. Given the product [C:1]([O:5][C:6](=[O:33])[NH:7][CH:8]1[CH2:13][CH2:12][CH:11]([NH:14][C:15]2[C:16]3[N:17]([C:21]([C:24]4[CH:29]=[CH:28][N:27]=[C:26]([NH:50][CH:43]([C:44]5[CH:45]=[CH:46][CH:47]=[CH:48][CH:49]=5)[CH2:42][CH2:41][NH:40][C:39]([O:38][C:34]([CH3:37])([CH3:36])[CH3:35])=[O:51])[N:25]=4)=[CH:22][N:23]=3)[CH:18]=[CH:19][N:20]=2)[CH2:10][CH2:9]1)([CH3:4])([CH3:3])[CH3:2], predict the reactants needed to synthesize it. (3) The reactants are: [CH2:1]([O:5][CH2:6][CH2:7][O:8][C:9]1[CH:14]=[CH:13][C:12]([C:15]2[CH:16]=[CH:17][C:18]3[N:25]([C:26]4[CH:31]=[CH:30][CH:29]=[CH:28][CH:27]=4)[CH2:24][CH2:23][CH2:22][C:21]([C:32](O)=[O:33])=[CH:20][C:19]=3[CH:35]=2)=[CH:11][CH:10]=1)[CH2:2][CH2:3][CH3:4].CN(C=O)C.C(Cl)(=O)C(Cl)=O.[CH2:47]([N:50]1[C:54]([CH2:55][S:56]([C:58]2[CH:64]=[CH:63][C:61]([NH2:62])=[CH:60][CH:59]=2)=[O:57])=[CH:53][N:52]=[CH:51]1)[CH2:48][CH3:49]. Given the product [CH2:1]([O:5][CH2:6][CH2:7][O:8][C:9]1[CH:10]=[CH:11][C:12]([C:15]2[CH:16]=[CH:17][C:18]3[N:25]([C:26]4[CH:31]=[CH:30][CH:29]=[CH:28][CH:27]=4)[CH2:24][CH2:23][CH2:22][C:21]([C:32]([NH:62][C:61]4[CH:60]=[CH:59][C:58]([S:56]([CH2:55][C:54]5[N:50]([CH2:47][CH2:48][CH3:49])[CH:51]=[N:52][CH:53]=5)=[O:57])=[CH:64][CH:63]=4)=[O:33])=[CH:20][C:19]=3[CH:35]=2)=[CH:13][CH:14]=1)[CH2:2][CH2:3][CH3:4], predict the reactants needed to synthesize it. (4) Given the product [ClH:1].[N:2]1[CH:3]=[CH:4][C:5]([C:8]2[S:9][CH:10]=[C:11]([NH:13][C:14](=[O:34])[NH:15][C:16]3[N:21]=[C:20]([CH2:22][N:23]4[CH2:28][CH2:27][CH2:26][CH2:25][CH:24]4[C:29]([O:31][CH2:32][CH3:33])=[O:30])[CH:19]=[CH:18][CH:17]=3)[N:12]=2)=[CH:6][CH:7]=1, predict the reactants needed to synthesize it. The reactants are: [ClH:1].[N:2]1[CH:7]=[CH:6][C:5]([C:8]2[S:9][CH:10]=[C:11]([NH:13][C:14](=[O:34])[NH:15][C:16]3[N:21]=[C:20]([CH2:22][N:23]4[CH2:28][CH2:27][CH2:26][CH2:25][CH:24]4[C:29]([O:31][CH2:32][CH3:33])=[O:30])[CH:19]=[CH:18][CH:17]=3)[N:12]=2)=[CH:4][CH:3]=1.CO.